Task: Predict the product of the given reaction.. Dataset: Forward reaction prediction with 1.9M reactions from USPTO patents (1976-2016) (1) Given the reactants [C:1](=[O:18])([O:10]N1C(=O)CCC1=O)ON1C(=O)CCC1=O.N1[CH:24]=[CH:23][CH:22]=[CH:21][CH:20]=1.[NH2:25][C:26]1[CH:31]=[CH:30][C:29]([S:32]([N:35]([CH2:40][C@@H:41]([OH:51])[C@@H:42]([NH2:50])[CH2:43][C:44]2[CH:49]=[CH:48][CH:47]=[CH:46][CH:45]=2)[CH2:36][CH:37]([CH3:39])[CH3:38])(=[O:34])=[O:33])=[CH:28][CH:27]=1.CN.[C:54]([O:57]CC)(=[O:56])C, predict the reaction product. The product is: [CH3:38][CH:37]([CH2:36][N:35]([S:32]([C:29]1[CH:30]=[CH:31][C:26]([NH2:25])=[CH:27][CH:28]=1)(=[O:34])=[O:33])[CH2:40][C@@H:41]([OH:51])[C@@H:42]([NH:50][C:54]([O:57][C@@H:21]1[C@@H:22]2[CH2:23][CH2:24][O:10][C@@H:1]2[O:18][CH2:20]1)=[O:56])[CH2:43][C:44]1[CH:45]=[CH:46][CH:47]=[CH:48][CH:49]=1)[CH3:39]. (2) Given the reactants Cl[C:2]([C:5]([C:8]([C:11]([S:14]([F:17])(=[O:16])=[O:15])([Cl:13])[F:12])([F:10])[F:9])(Cl)[F:6])([F:4])[F:3], predict the reaction product. The product is: [Cl:13][C:11]([F:12])([S:14]([F:17])(=[O:15])=[O:16])[C:8]([F:9])([F:10])[C:5]([F:6])=[C:2]([F:4])[F:3]. (3) Given the reactants Br[C:2]1[C:3]([O:14][CH3:15])=[CH:4][CH:5]=[C:6]2[C:11]=1[N:10]([CH3:12])[C:9](=[O:13])[CH:8]=[CH:7]2.[CH2:16]([Sn](CCCC)(CCCC)CCCC)[CH:17]=[CH2:18].[F-].[Cs+], predict the reaction product. The product is: [CH3:12][N:10]1[C:11]2[C:6](=[CH:5][CH:4]=[C:3]([O:14][CH3:15])[C:2]=2[CH2:18][CH:17]=[CH2:16])[CH:7]=[CH:8][C:9]1=[O:13]. (4) Given the reactants C[O:2][C:3]([C:5]1[CH:10]=[CH:9][C:8]([C:11]2[CH:16]=[CH:15][C:14]([CH:17]([CH3:37])[C:18]([C:24]3[CH:25]=[CH:26][C:27]4[O:32][CH2:31][C:30](=[O:33])[N:29]([CH2:34][CH3:35])[C:28]=4[CH:36]=3)([OH:23])[C:19]([F:22])([F:21])[F:20])=[C:13]([Cl:38])[CH:12]=2)=[CH:7][C:6]=1[Cl:39])=[O:4], predict the reaction product. The product is: [Cl:39][C:6]1[CH:7]=[C:8]([C:11]2[CH:16]=[CH:15][C:14]([CH:17]([CH3:37])[C:18]([C:24]3[CH:25]=[CH:26][C:27]4[O:32][CH2:31][C:30](=[O:33])[N:29]([CH2:34][CH3:35])[C:28]=4[CH:36]=3)([OH:23])[C:19]([F:21])([F:22])[F:20])=[C:13]([Cl:38])[CH:12]=2)[CH:9]=[CH:10][C:5]=1[C:3]([OH:4])=[O:2]. (5) Given the reactants FC(F)(F)S(O[C:7]1[CH:12]=[C:11]([CH3:13])[C:10]([CH2:14][C:15]2[CH:20]=[CH:19][C:18]([O:21][CH2:22][O:23][CH3:24])=[C:17]([CH:25]([CH3:27])[CH3:26])[CH:16]=2)=[C:9]([CH3:28])[CH:8]=1)(=O)=O.[CH3:31][OH:32].C1(P(C(P(C2C=CC=CC=2)C2C=CC=CC=2)(C)C)C2C=CC=CC=2)C=CC=CC=1.CCN(CC)CC.Cl.CN([CH:73]=[O:74])C, predict the reaction product. The product is: [CH3:13][C:11]1[CH:12]=[C:7]([CH:8]=[C:9]([CH3:28])[C:10]=1[CH2:14][C:15]1[CH:20]=[CH:19][C:18]([O:21][CH2:22][O:23][CH3:24])=[C:17]([CH:25]([CH3:27])[CH3:26])[CH:16]=1)[C:31]([O:74][CH3:73])=[O:32].